Dataset: Catalyst prediction with 721,799 reactions and 888 catalyst types from USPTO. Task: Predict which catalyst facilitates the given reaction. (1) Reactant: [Cl:1][C:2]1[C:7]([CH2:8][NH:9][C:10]2[CH:19]=[C:18]3[C:13]([CH2:14][CH2:15][CH:16]([C:20]4[C:25]([F:26])=[CH:24][CH:23]=[CH:22][N:21]=4)[O:17]3)=[CH:12][C:11]=2[Cl:27])=[C:6]([NH:28][C:29](=[O:34])C(C)(C)C)[CH:5]=[CH:4][N:3]=1.[OH-].[Na+]. Product: [Cl:1][C:2]1[C:7]2[CH2:8][N:9]([C:10]3[CH:19]=[C:18]4[C:13]([CH2:14][CH2:15][CH:16]([C:20]5[C:25]([F:26])=[CH:24][CH:23]=[CH:22][N:21]=5)[O:17]4)=[CH:12][C:11]=3[Cl:27])[C:29](=[O:34])[NH:28][C:6]=2[CH:5]=[CH:4][N:3]=1. The catalyst class is: 33. (2) Reactant: [Cl:1][C:2]1[CH:3]=[CH:4][C:5]2[NH:11][C:10](=[N:12][NH:13][C:14](=O)[CH:15]([CH3:17])[CH3:16])[C@@H:9]([CH2:19][C:20]([O:22][CH2:23][CH3:24])=[O:21])[O:8][C@H:7]([C:25]3[CH:30]=[CH:29][CH:28]=[C:27]([O:31][CH3:32])[C:26]=3[O:33][CH3:34])[C:6]=2[CH:35]=1. Product: [Cl:1][C:2]1[CH:3]=[CH:4][C:5]2[N:11]3[C:14]([CH:15]([CH3:17])[CH3:16])=[N:13][N:12]=[C:10]3[C@@H:9]([CH2:19][C:20]([O:22][CH2:23][CH3:24])=[O:21])[O:8][C@H:7]([C:25]3[CH:30]=[CH:29][CH:28]=[C:27]([O:31][CH3:32])[C:26]=3[O:33][CH3:34])[C:6]=2[CH:35]=1. The catalyst class is: 15. (3) Reactant: [NH2:1][C:2]1[CH:7]=[CH:6][CH:5]=[CH:4][N:3]=1.C[Si]([N-][Si](C)(C)C)(C)C.[K+].Cl[CH2:19][C:20]1[C:21]([C:26]2[CH:31]=[CH:30][CH:29]=[CH:28][CH:27]=2)=[N:22][O:23][C:24]=1[CH3:25]. Product: [CH3:25][C:24]1[O:23][N:22]=[C:21]([C:26]2[CH:27]=[CH:28][CH:29]=[CH:30][CH:31]=2)[C:20]=1[CH2:19][NH:1][C:2]1[CH:7]=[CH:6][CH:5]=[CH:4][N:3]=1. The catalyst class is: 56. (4) Reactant: Br[CH:2](Br)[C:3]1[C:4]([CH:9](Br)Br)=[CH:5][CH:6]=[CH:7][CH:8]=1.[C:13]1(=[O:20])[CH:18]=[CH:17][C:16](=[O:19])[CH:15]=[CH:14]1.[I-].[Na+]. Product: [CH:5]1[C:4]2[C:3](=[CH:2][C:18]3[C:13](=[O:20])[C:14]4[C:15]([C:16](=[O:19])[C:17]=3[CH:9]=2)=[CH:9][C:4]2[C:3](=[CH:8][CH:7]=[CH:6][CH:5]=2)[CH:2]=4)[CH:8]=[CH:7][CH:6]=1. The catalyst class is: 3. (5) Reactant: [NH2:1][C:2]1[N:7]=[C:6]([NH2:8])[CH:5]=[C:4]([NH2:9])[N:3]=1.[CH2:10]([CH:17]([C:23]([CH3:25])=O)[C:18](OCC)=[O:19])[C:11]1[CH:16]=[CH:15][CH:14]=[CH:13][CH:12]=1.CO. Product: [NH2:1][C:2]1[N:3]=[C:4]([NH2:9])[C:5]2[C:23]([CH3:25])=[C:17]([CH2:10][C:11]3[CH:16]=[CH:15][CH:14]=[CH:13][CH:12]=3)[C:18](=[O:19])[NH:8][C:6]=2[N:7]=1. The catalyst class is: 400. (6) Reactant: [CH2:1]([O:3][C:4]1[C:5]2[CH:13]=[C:12]([CH2:14][CH3:15])[NH:11][C:6]=2[N:7]=[C:8]([SH:10])[N:9]=1)[CH3:2].Cl[C:17]1[NH:22][C:21](=[O:23])[NH:20][C:19](=[O:24])[CH:18]=1. Product: [CH2:1]([O:3][C:4]1[C:5]2[CH:13]=[C:12]([CH2:14][CH3:15])[NH:11][C:6]=2[N:7]=[C:8]([S:10][C:17]2[NH:22][C:21](=[O:23])[NH:20][C:19](=[O:24])[CH:18]=2)[N:9]=1)[CH3:2]. The catalyst class is: 15.